Dataset: Full USPTO retrosynthesis dataset with 1.9M reactions from patents (1976-2016). Task: Predict the reactants needed to synthesize the given product. (1) Given the product [Br:4][C:5]1[C:6]([S:2][CH3:1])=[N:7][C:8]([Cl:11])=[N:9][CH:10]=1, predict the reactants needed to synthesize it. The reactants are: [CH3:1][S-:2].[Na+].[Br:4][C:5]1[C:6](Cl)=[N:7][C:8]([Cl:11])=[N:9][CH:10]=1. (2) The reactants are: [N:1]1([C:7]([C:9]2[CH:10]=[CH:11][C:12]([O:30][CH2:31][CH2:32][CH2:33][CH2:34][CH3:35])=[C:13]([CH:29]=2)[O:14][CH2:15][C:16]2[CH:17]=[C:18]([CH:26]=[CH:27][CH:28]=2)[C:19]([O:21]C(C)(C)C)=[O:20])=[O:8])[CH2:6][CH2:5][O:4][CH2:3][CH2:2]1.FC(F)(F)C(O)=O. Given the product [N:1]1([C:7]([C:9]2[CH:10]=[CH:11][C:12]([O:30][CH2:31][CH2:32][CH2:33][CH2:34][CH3:35])=[C:13]([CH:29]=2)[O:14][CH2:15][C:16]2[CH:17]=[C:18]([CH:26]=[CH:27][CH:28]=2)[C:19]([OH:21])=[O:20])=[O:8])[CH2:6][CH2:5][O:4][CH2:3][CH2:2]1, predict the reactants needed to synthesize it. (3) The reactants are: C(OC(=O)N[C@@H]1CC=CCN(CC2C=CC(OC)=CC=2OC)C1=O)(C)(C)C.[C:28]([O:32][C:33](=[O:55])[NH:34][C@@H:35]1[CH2:41][CH2:40][C:39](=[O:42])[CH2:38][N:37]([CH2:43][C:44]2[CH:49]=[CH:48][C:47]([O:50][CH3:51])=[CH:46][C:45]=2[O:52][CH3:53])[C:36]1=[O:54])([CH3:31])([CH3:30])[CH3:29].[C:56]([O:60][C:61](=[O:83])[NH:62][C@@H:63]1[CH2:69][C:68](=[O:70])[CH2:67][CH2:66][N:65]([CH2:71][C:72]2[CH:77]=[CH:76][C:75]([O:78][CH3:79])=[CH:74][C:73]=2[O:80][CH3:81])[C:64]1=[O:82])([CH3:59])([CH3:58])[CH3:57]. Given the product [C:56]([O:60][C:61](=[O:83])[NH:62][C@@H:63]1[CH2:69][C:68](=[O:70])[CH2:67][CH2:66][N:65]([CH2:71][C:72]2[CH:77]=[CH:76][C:75]([O:78][CH3:79])=[CH:74][C:73]=2[O:80][CH3:81])[C:64]1=[O:82])([CH3:59])([CH3:57])[CH3:58].[C:28]([O:32][C:33](=[O:55])[NH:34][C@@H:35]1[CH2:41][CH2:40][C:39](=[O:42])[CH2:38][N:37]([CH2:43][C:44]2[CH:49]=[CH:48][C:47]([O:50][CH3:51])=[CH:46][C:45]=2[O:52][CH3:53])[C:36]1=[O:54])([CH3:31])([CH3:29])[CH3:30], predict the reactants needed to synthesize it. (4) Given the product [Br:4][C:5]1[CH:10]=[CH:9][C:8]([C:11]2[N:12]=[C:13]([O:2][CH3:1])[S:14][CH:15]=2)=[CH:7][C:6]=1[Cl:16], predict the reactants needed to synthesize it. The reactants are: [CH3:1][O-:2].[Na+].[Br:4][C:5]1[CH:10]=[CH:9][C:8]([C:11]2[N:12]=[CH:13][S:14][CH:15]=2)=[CH:7][C:6]=1[Cl:16]. (5) Given the product [Cl:37][CH2:15][C:12]1[CH:11]=[CH:10][C:9]([CH2:8][O:1][C:2]2[CH:7]=[CH:6][CH:5]=[CH:4][CH:3]=2)=[CH:14][N:13]=1, predict the reactants needed to synthesize it. The reactants are: [O:1]([CH2:8][C:9]1[CH:10]=[CH:11][C:12]([CH2:15]O)=[N:13][CH:14]=1)[C:2]1[CH:7]=[CH:6][CH:5]=[CH:4][CH:3]=1.C1(P(C2C=CC=CC=2)C2C=CC=CC=2)C=CC=CC=1.C(Cl)(Cl)(Cl)[Cl:37]. (6) Given the product [C:10]([C:3]1[C:2]([Br:1])=[CH:7][NH:6][C:5](=[O:8])[CH:4]=1)(=[O:11])[C:12]1[CH:17]=[CH:16][CH:15]=[CH:14][CH:13]=1, predict the reactants needed to synthesize it. The reactants are: [Br:1][C:2]1[C:3]([C:10]([C:12]2[CH:17]=[CH:16][CH:15]=[CH:14][CH:13]=2)=[O:11])=[CH:4][C:5]([O:8]C)=[N:6][CH:7]=1.Cl.N1C=CC=CC=1. (7) The reactants are: [CH:1]1([CH2:4][NH:5][C:6](=[O:36])[C:7]2[CH:12]=[CH:11][C:10]([CH3:13])=[C:9]([C:14]3[C:23]4[CH2:22][NH:21][C:20](=[O:24])[N:19]([C:25]5[C:30]([F:31])=[CH:29][CH:28]=[CH:27][C:26]=5[F:32])[C:18]=4[N:17]=[C:16](S(C)=O)[N:15]=3)[CH:8]=2)[CH2:3][CH2:2]1.[CH3:37][NH:38][CH2:39][CH2:40][NH2:41]. Given the product [NH2:41][CH2:40][CH2:39][N:38]([CH3:37])[C:16]1[N:15]=[C:14]([C:9]2[CH:8]=[C:7]([CH:12]=[CH:11][C:10]=2[CH3:13])[C:6]([NH:5][CH2:4][CH:1]2[CH2:3][CH2:2]2)=[O:36])[C:23]2[CH2:22][NH:21][C:20](=[O:24])[N:19]([C:25]3[C:30]([F:31])=[CH:29][CH:28]=[CH:27][C:26]=3[F:32])[C:18]=2[N:17]=1, predict the reactants needed to synthesize it. (8) Given the product [CH3:23][O:22][CH:12]([O:11][CH3:10])[CH2:13][C:14]1[S:18][C:17]([CH3:19])=[N:16][C:15]=1[C:20]([NH2:21])=[O:2], predict the reactants needed to synthesize it. The reactants are: C([O-])([O-])=[O:2].[Na+].[Na+].OO.O.[CH3:10][O:11][CH:12]([O:22][CH3:23])[CH2:13][C:14]1[S:18][C:17]([CH3:19])=[N:16][C:15]=1[C:20]#[N:21]. (9) Given the product [NH:41]1[C:40]2[CH:44]=[CH:36][C:37]([C:2]3[CH:3]=[C:4]4[C:9](=[CH:10][CH:11]=3)[N:8]=[CH:7][C:6]([C:12]([CH:14]3[CH2:15][CH2:16]3)=[O:13])=[C:5]4[NH:17][C@H:18]3[CH2:19][CH2:20][C@H:21]([NH:24][C:25](=[O:27])[O:26][C:4]([CH3:9])([CH3:5])[CH3:3])[CH2:22][CH2:23]3)=[CH:38][C:39]=2[N:43]=[CH:42]1, predict the reactants needed to synthesize it. The reactants are: Br[C:2]1[CH:3]=[C:4]2[C:9](=[CH:10][CH:11]=1)[N:8]=[CH:7][C:6]([C:12]([CH:14]1[CH2:16][CH2:15]1)=[O:13])=[C:5]2[NH:17][C@H:18]1[CH2:23][CH2:22][C@H:21]([NH:24][C:25](=[O:27])[O-:26])[CH2:20][CH2:19]1.CC1(C)C(C)(C)OB([C:36]2[CH:37]=[CH:38][C:39]3[N:43]=[CH:42][NH:41][C:40]=3[CH:44]=2)O1. (10) Given the product [ClH:46].[CH2:32]([O:36][C:37]1[CH:42]=[CH:41][C:40]([S:43]([NH:1][C:2]2[CH:7]=[CH:6][C:5]([N:8]3[CH2:14][CH2:13][CH2:12][NH:11][CH2:10][CH2:9]3)=[CH:4][C:3]=2[NH:22][S:23]([C:26]2[CH:31]=[CH:30][CH:29]=[CH:28][CH:27]=2)(=[O:25])=[O:24])(=[O:45])=[O:44])=[CH:39][CH:38]=1)[CH2:33][CH2:34][CH3:35], predict the reactants needed to synthesize it. The reactants are: [NH2:1][C:2]1[CH:7]=[CH:6][C:5]([N:8]2[CH2:14][CH2:13][CH2:12][N:11](C(OC(C)(C)C)=O)[CH2:10][CH2:9]2)=[CH:4][C:3]=1[NH:22][S:23]([C:26]1[CH:31]=[CH:30][CH:29]=[CH:28][CH:27]=1)(=[O:25])=[O:24].[CH2:32]([O:36][C:37]1[CH:42]=[CH:41][C:40]([S:43]([Cl:46])(=[O:45])=[O:44])=[CH:39][CH:38]=1)[CH2:33][CH2:34][CH3:35].